Dataset: Forward reaction prediction with 1.9M reactions from USPTO patents (1976-2016). Task: Predict the product of the given reaction. (1) The product is: [C:16]([NH:15][CH:8]([C:4]1[CH:5]=[CH:6][CH:7]=[C:2]([NH:1][S:33]([C:29]2[CH:30]=[CH:31][CH:32]=[C:27]([N+:24]([O-:26])=[O:25])[CH:28]=2)(=[O:34])=[O:35])[CH:3]=1)[CH2:9][C:10]([O:12][CH2:13][CH3:14])=[O:11])(=[O:23])[C:17]1[CH:22]=[CH:21][CH:20]=[CH:19][CH:18]=1. Given the reactants [NH2:1][C:2]1[CH:3]=[C:4]([CH:8]([NH:15][C:16](=[O:23])[C:17]2[CH:22]=[CH:21][CH:20]=[CH:19][CH:18]=2)[CH2:9][C:10]([O:12][CH2:13][CH3:14])=[O:11])[CH:5]=[CH:6][CH:7]=1.[N+:24]([C:27]1[CH:28]=[C:29]([S:33](Cl)(=[O:35])=[O:34])[CH:30]=[CH:31][CH:32]=1)([O-:26])=[O:25], predict the reaction product. (2) Given the reactants C[Si]([C:5]#[C:6][C:7]1([OH:14])[CH2:12][CH:11]2[CH2:13][CH:8]1[CH2:9][CH2:10]2)(C)C.CCCC[N+](CCCC)(CCCC)CCCC.[F-], predict the reaction product. The product is: [C:6]([C:7]1([OH:14])[CH2:12][CH:11]2[CH2:13][CH:8]1[CH2:9][CH2:10]2)#[CH:5].